Dataset: NCI-60 drug combinations with 297,098 pairs across 59 cell lines. Task: Regression. Given two drug SMILES strings and cell line genomic features, predict the synergy score measuring deviation from expected non-interaction effect. (1) Drug 1: CNC(=O)C1=CC=CC=C1SC2=CC3=C(C=C2)C(=NN3)C=CC4=CC=CC=N4. Drug 2: CN1CCC(CC1)COC2=C(C=C3C(=C2)N=CN=C3NC4=C(C=C(C=C4)Br)F)OC. Cell line: HCC-2998. Synergy scores: CSS=10.5, Synergy_ZIP=-2.56, Synergy_Bliss=-1.07, Synergy_Loewe=-0.779, Synergy_HSA=-0.995. (2) Drug 1: C1C(C(OC1N2C=C(C(=O)NC2=O)F)CO)O. Drug 2: C1CNP(=O)(OC1)N(CCCl)CCCl. Cell line: NCI/ADR-RES. Synergy scores: CSS=13.4, Synergy_ZIP=-1.44, Synergy_Bliss=2.21, Synergy_Loewe=-4.77, Synergy_HSA=1.38. (3) Drug 1: CC1CCC2CC(C(=CC=CC=CC(CC(C(=O)C(C(C(=CC(C(=O)CC(OC(=O)C3CCCCN3C(=O)C(=O)C1(O2)O)C(C)CC4CCC(C(C4)OC)O)C)C)O)OC)C)C)C)OC. Cell line: HS 578T. Drug 2: C#CCC(CC1=CN=C2C(=N1)C(=NC(=N2)N)N)C3=CC=C(C=C3)C(=O)NC(CCC(=O)O)C(=O)O. Synergy scores: CSS=51.9, Synergy_ZIP=5.21, Synergy_Bliss=1.59, Synergy_Loewe=-20.3, Synergy_HSA=-0.890. (4) Drug 2: C(=O)(N)NO. Drug 1: C1=CC(=CC=C1C#N)C(C2=CC=C(C=C2)C#N)N3C=NC=N3. Cell line: NCI-H460. Synergy scores: CSS=1.98, Synergy_ZIP=-0.484, Synergy_Bliss=-0.745, Synergy_Loewe=2.49, Synergy_HSA=-1.32.